Task: Predict the reaction yield, written as a fraction of the theoretical maximum amount of product (1.0 means a 100% yield; for example, 0.34 means a 34% yield).. Dataset: Reaction yield outcomes from USPTO patents with 853,638 reactions (1) The reactants are [CH3:1][C:2]1[O:6][N:5]=[C:4]([C:7]2[CH:12]=[CH:11][CH:10]=[CH:9][CH:8]=2)[C:3]=1[CH2:13][O:14][C:15]1[CH:23]=[CH:22][C:18]([C:19]([OH:21])=O)=[CH:17][N:16]=1.[NH:24]1[CH2:29][CH2:28][O:27][CH2:26][CH2:25]1. No catalyst specified. The product is [CH3:1][C:2]1[O:6][N:5]=[C:4]([C:7]2[CH:8]=[CH:9][CH:10]=[CH:11][CH:12]=2)[C:3]=1[CH2:13][O:14][C:15]1[N:16]=[CH:17][C:18]([C:19]([N:24]2[CH2:29][CH2:28][O:27][CH2:26][CH2:25]2)=[O:21])=[CH:22][CH:23]=1. The yield is 0.670. (2) The reactants are [NH2:1][C:2]([CH3:6])([CH3:5])[CH2:3][OH:4].[Cl:7][C:8]1[N:9]=[N:10][CH:11]=[C:12](Cl)[C:13]=1[Cl:14].[C:16](#N)C. No catalyst specified. The product is [Cl:14][C:13]1[C:12]([NH:1][C:2]([CH3:6])([CH3:5])[CH2:3][OH:4])=[CH:11][N:10]=[N:9][C:8]=1[Cl:7].[Cl:7][C:8]1[C:13]2[O:4][CH2:3][C:2]([CH3:6])([CH3:5])[N:1]([CH3:16])[C:12]=2[CH:11]=[N:10][N:9]=1. The yield is 0.250.